From a dataset of Reaction yield outcomes from USPTO patents with 853,638 reactions. Predict the reaction yield, written as a fraction of the theoretical maximum amount of product (1.0 means a 100% yield; for example, 0.34 means a 34% yield). The reactants are [Cl:1][C:2]1[CH:11]=[CH:10][CH:9]=[C:8]2[C:3]=1[CH:4]=[CH:5][NH:6][C:7]2=[O:12].C([O-])([O-])=O.[K+].[K+].Cl[CH2:20][C:21]1[CH:22]=[C:23]([CH:28]=[CH:29][N:30]=1)[C:24]([O:26][CH3:27])=[O:25]. The catalyst is CN(C=O)C. The product is [Cl:1][C:2]1[CH:11]=[CH:10][CH:9]=[C:8]2[C:3]=1[CH:4]=[CH:5][N:6]([CH2:20][C:21]1[CH:22]=[C:23]([CH:28]=[CH:29][N:30]=1)[C:24]([O:26][CH3:27])=[O:25])[C:7]2=[O:12]. The yield is 0.830.